This data is from Forward reaction prediction with 1.9M reactions from USPTO patents (1976-2016). The task is: Predict the product of the given reaction. Given the reactants [NH2:1][C:2]1[CH:7]=[CH:6][CH:5]=[CH:4][C:3]=1[CH2:8][OH:9].N1C=CC=CC=1.[N+:16]([C:19]1[CH:24]=[CH:23][CH:22]=[CH:21][C:20]=1[S:25](Cl)(=[O:27])=[O:26])([O-:18])=[O:17].Cl, predict the reaction product. The product is: [OH:9][CH2:8][C:3]1[CH:4]=[CH:5][CH:6]=[CH:7][C:2]=1[NH:1][S:25]([C:20]1[CH:21]=[CH:22][CH:23]=[CH:24][C:19]=1[N+:16]([O-:18])=[O:17])(=[O:26])=[O:27].